Task: Predict the reactants needed to synthesize the given product.. Dataset: Full USPTO retrosynthesis dataset with 1.9M reactions from patents (1976-2016) (1) The reactants are: [CH3:1][N:2]1[CH2:7][CH2:6][CH:5]([O:8][C:9]2[CH:14]=[CH:13][C:12]([N+:15]([O-])=O)=[CH:11][N:10]=2)[CH2:4][CH2:3]1.[H][H]. Given the product [CH3:1][N:2]1[CH2:3][CH2:4][CH:5]([O:8][C:9]2[N:10]=[CH:11][C:12]([NH2:15])=[CH:13][CH:14]=2)[CH2:6][CH2:7]1, predict the reactants needed to synthesize it. (2) Given the product [CH3:1][N:2]1[C:6]([C:7]2([C:8]3[NH:23][C:22]4=[N:21][C:20]([N:24]5[CH2:29][CH2:28][CH2:27][C@@H:26]([C:30]([N:32]6[CH2:36][CH2:35][CH2:34][CH2:33]6)=[O:31])[CH2:25]5)=[CH:19][CH:18]=[C:17]4[N:9]=3)[CH2:11][CH2:10]2)=[CH:5][CH:4]=[N:3]1, predict the reactants needed to synthesize it. The reactants are: [CH3:1][N:2]1[C:6]([CH2:7][C:8]#[N:9])=[CH:5][CH:4]=[N:3]1.[C:10](Cl)(=O)[CH3:11].Cl.Cl.N[C:17]1[CH:18]=[CH:19][C:20]([N:24]2[CH2:29][CH2:28][CH2:27][C@@H:26]([C:30]([N:32]3[CH2:36][CH2:35][CH2:34][CH2:33]3)=[O:31])[CH2:25]2)=[N:21][C:22]=1[NH2:23].C(N(CC)CC)C.C(O)(=O)C. (3) Given the product [NH:1]1[CH:5]=[C:4]([CH2:6][N:15]([CH2:8][C:9]2[CH:14]=[CH:13][CH:12]=[CH:11][CH:10]=2)[CH2:16][CH2:17][OH:18])[N:3]=[CH:2]1, predict the reactants needed to synthesize it. The reactants are: [NH:1]1[CH:5]=[C:4]([CH:6]=O)[N:3]=[CH:2]1.[CH2:8]([NH:15][CH2:16][CH2:17][OH:18])[C:9]1[CH:14]=[CH:13][CH:12]=[CH:11][CH:10]=1.C(O[BH-](OC(=O)C)OC(=O)C)(=O)C.[Na+]. (4) Given the product [CH3:1][O:2][C:3]([C:5]1[C:6]2[CH2:7][C:8](=[O:15])[NH:9][C:10]=2[CH:11]=[C:12]([Br:14])[CH:13]=1)=[O:4], predict the reactants needed to synthesize it. The reactants are: [CH3:1][O:2][C:3]([C:5]1[C:6]2[C:7](Br)(Br)[C:8](=[O:15])[NH:9][C:10]=2[CH:11]=[C:12]([Br:14])[CH:13]=1)=[O:4]. (5) Given the product [Cl:60][C:57]1[CH:56]=[CH:55][C:54]([CH2:53][NH:8][CH2:9][C:10]([C@:12]23[CH2:48][C:47](=[O:49])[C:46]([CH:50]([CH3:51])[CH3:52])=[C:13]2[C@@H:14]2[C@@:27]([CH3:30])([CH2:28][CH2:29]3)[C@@:26]3([CH3:31])[C@@H:17]([C@:18]4([CH3:45])[C@@H:23]([CH2:24][CH2:25]3)[C:22]([CH3:32])([CH3:33])[C@@H:21]([O:34][C:35](=[O:44])[CH2:36][C:37]([CH3:42])([CH3:43])[CH2:38][C:39]([OH:41])=[O:40])[CH2:20][CH2:19]4)[CH2:16][CH2:15]2)=[O:11])=[CH:59][CH:58]=1, predict the reactants needed to synthesize it. The reactants are: C(OC([N:8]([CH2:53][C:54]1[CH:59]=[CH:58][C:57]([Cl:60])=[CH:56][CH:55]=1)[CH2:9][C:10]([C@:12]12[CH2:48][C:47](=[O:49])[C:46]([CH:50]([CH3:52])[CH3:51])=[C:13]1[C@@H:14]1[C@@:27]([CH3:30])([CH2:28][CH2:29]2)[C@@:26]2([CH3:31])[C@@H:17]([C@:18]3([CH3:45])[C@@H:23]([CH2:24][CH2:25]2)[C:22]([CH3:33])([CH3:32])[C@@H:21]([O:34][C:35](=[O:44])[CH2:36][C:37]([CH3:43])([CH3:42])[CH2:38][C:39]([OH:41])=[O:40])[CH2:20][CH2:19]3)[CH2:16][CH2:15]1)=[O:11])=O)(C)(C)C.FC(F)(F)C(O)=O. (6) Given the product [Br:1][C:2]1[CH:7]=[C:6]([C:8]([OH:17])([C:9]([F:11])([F:10])[F:12])[C:13]([F:16])([F:14])[F:15])[CH:5]=[C:4]([S:18][C:19]([F:20])([F:21])[F:22])[C:3]=1[NH:23][C:24](=[O:32])[C:25]1[CH:30]=[CH:29][CH:28]=[C:27]([NH:31][C:36](=[O:37])[C:35]2[CH:39]=[CH:40][CH:41]=[CH:42][C:34]=2[F:33])[CH:26]=1, predict the reactants needed to synthesize it. The reactants are: [Br:1][C:2]1[CH:7]=[C:6]([C:8]([OH:17])([C:13]([F:16])([F:15])[F:14])[C:9]([F:12])([F:11])[F:10])[CH:5]=[C:4]([S:18][C:19]([F:22])([F:21])[F:20])[C:3]=1[NH:23][C:24](=[O:32])[C:25]1[CH:30]=[CH:29][CH:28]=[C:27]([NH2:31])[CH:26]=1.[F:33][C:34]1[CH:42]=[CH:41][CH:40]=[CH:39][C:35]=1[C:36](Cl)=[O:37].